This data is from Full USPTO retrosynthesis dataset with 1.9M reactions from patents (1976-2016). The task is: Predict the reactants needed to synthesize the given product. (1) Given the product [F:52][C:51]([F:54])([F:53])[C:49]([OH:55])=[O:50].[F:52][C:51]([F:54])([F:53])[C:49]([O-:55])=[O:50].[NH:15]1[CH2:18][CH:17]([C:19]([NH:21][CH2:22][CH2:23][N+:24]23[CH2:31][CH2:30][CH:27]([CH2:28][CH2:29]2)[C@@H:26]([O:32][C:33](=[O:48])[C:34]([OH:47])([C:41]2[CH:42]=[CH:43][CH:44]=[CH:45][CH:46]=2)[C:35]2[CH:36]=[CH:37][CH:38]=[CH:39][CH:40]=2)[CH2:25]3)=[O:20])[CH2:16]1, predict the reactants needed to synthesize it. The reactants are: F[P-](F)(F)(F)(F)F.C(OC([N:15]1[CH2:18][CH:17]([C:19]([NH:21][CH2:22][CH2:23][N+:24]23[CH2:31][CH2:30][CH:27]([CH2:28][CH2:29]2)[C@@H:26]([O:32][C:33](=[O:48])[C:34]([OH:47])([C:41]2[CH:46]=[CH:45][CH:44]=[CH:43][CH:42]=2)[C:35]2[CH:40]=[CH:39][CH:38]=[CH:37][CH:36]=2)[CH2:25]3)=[O:20])[CH2:16]1)=O)(C)(C)C.[C:49]([OH:55])([C:51]([F:54])([F:53])[F:52])=[O:50].C(Cl)Cl. (2) Given the product [CH3:15][O:14][N:13]=[C:11]1[CH2:10][C@@H:9]([C:16]([N:44]2[CH2:45][CH2:46][C:41]([OH:47])([C:35]3[CH:36]=[CH:37][CH:38]=[CH:39][CH:40]=3)[CH2:42][CH2:43]2)=[O:18])[N:8]([S:25]([C:22]2[CH:23]=[CH:24][C:19]([C:29]3[CH:34]=[CH:33][CH:32]=[CH:31][CH:30]=3)=[CH:20][CH:21]=2)(=[O:27])=[O:26])[CH2:12]1, predict the reactants needed to synthesize it. The reactants are: C(OC([N:8]1[CH2:12][C:11](=[N:13][O:14][CH3:15])[CH2:10][C@H:9]1[C:16]([OH:18])=O)=O)(C)(C)C.[C:19]1([C:29]2[CH:34]=[CH:33][CH:32]=[CH:31][CH:30]=2)[CH:24]=[CH:23][C:22]([S:25](Cl)(=[O:27])=[O:26])=[CH:21][CH:20]=1.[C:35]1([C:41]2([OH:47])[CH2:46][CH2:45][NH:44][CH2:43][CH2:42]2)[CH:40]=[CH:39][CH:38]=[CH:37][CH:36]=1. (3) Given the product [C:1]1([C:7]2[CH2:8][CH:9]([C:1]3[CH:6]=[CH:5][N:15]=[CH:3][CH:2]=3)[C:10](=[O:13])[NH:11][N:12]=2)[CH:2]=[CH:3][CH:4]=[CH:5][CH:6]=1, predict the reactants needed to synthesize it. The reactants are: [C:1]1([C:7]2[CH:8]=[CH:9][C:10](=[O:13])[NH:11][N:12]=2)[CH:6]=[CH:5][CH:4]=[CH:3][CH:2]=1.[Cl-].[NH4+:15]. (4) Given the product [CH2:9]([S:8][C:5]1[CH:6]=[CH:7][C:2]([NH:1][C:27]2[CH:28]=[CH:29][C:24]([Br:23])=[CH:25][C:26]=2[O:31][CH3:32])=[C:3](/[CH:16]=[CH:17]/[C:18]([O:20][CH2:21][CH3:22])=[O:19])[CH:4]=1)[C:10]1[CH:15]=[CH:14][CH:13]=[CH:12][CH:11]=1, predict the reactants needed to synthesize it. The reactants are: [NH2:1][C:2]1[CH:7]=[CH:6][C:5]([S:8][CH2:9][C:10]2[CH:15]=[CH:14][CH:13]=[CH:12][CH:11]=2)=[CH:4][C:3]=1/[CH:16]=[CH:17]/[C:18]([O:20][CH2:21][CH3:22])=[O:19].[Br:23][C:24]1[CH:29]=[CH:28][C:27](I)=[C:26]([O:31][CH3:32])[CH:25]=1.C(=O)([O-])[O-].[Cs+].[Cs+].